Dataset: Forward reaction prediction with 1.9M reactions from USPTO patents (1976-2016). Task: Predict the product of the given reaction. (1) Given the reactants C(OC([N:8]1[CH2:13][CH:12]=[C:11]([C:14]2[CH:19]=[C:18]([C:20]#[N:21])[CH:17]=[CH:16][C:15]=2[CH:22]2[C:27]([C:28](=[O:30])[CH3:29])=[C:26]([CH3:31])[N:25]([C:32]3[CH:37]=[CH:36][CH:35]=[C:34]([C:38]([F:41])([F:40])[F:39])[CH:33]=3)[C:24](=[O:42])[N:23]2[CH3:43])[CH2:10][CH2:9]1)=O)(C)(C)C.FC(F)(F)C(O)=O, predict the reaction product. The product is: [C:28]([C:27]1[CH:22]([C:15]2[CH:16]=[CH:17][C:18]([C:20]#[N:21])=[CH:19][C:14]=2[C:11]2[CH2:12][CH2:13][NH:8][CH2:9][CH:10]=2)[N:23]([CH3:43])[C:24](=[O:42])[N:25]([C:32]2[CH:37]=[CH:36][CH:35]=[C:34]([C:38]([F:41])([F:40])[F:39])[CH:33]=2)[C:26]=1[CH3:31])(=[O:30])[CH3:29]. (2) Given the reactants O=[C:2]1[CH2:7][CH2:6][N:5]([C:8]2[CH:21]=[CH:20][C:11]([CH2:12][CH:13]3[S:17][C:16](=[O:18])[NH:15][C:14]3=[O:19])=[CH:10][CH:9]=2)[CH2:4][CH2:3]1.[NH2:22][CH2:23][C@H:24]([OH:34])[CH2:25][O:26][C:27]1[CH:32]=[CH:31][C:30]([OH:33])=[CH:29][CH:28]=1, predict the reaction product. The product is: [OH:34][C@H:24]([CH2:25][O:26][C:27]1[CH:32]=[CH:31][C:30]([OH:33])=[CH:29][CH:28]=1)[CH2:23][NH:22][CH:2]1[CH2:7][CH2:6][N:5]([C:8]2[CH:21]=[CH:20][C:11]([CH2:12][CH:13]3[S:17][C:16](=[O:18])[NH:15][C:14]3=[O:19])=[CH:10][CH:9]=2)[CH2:4][CH2:3]1.